This data is from Forward reaction prediction with 1.9M reactions from USPTO patents (1976-2016). The task is: Predict the product of the given reaction. (1) Given the reactants [CH3:1][C:2]1[N:3]=[CH:4][N:5]([C:7]2[CH:12]=[CH:11][C:10]([N+:13]([O-])=O)=[CH:9][C:8]=2[C:16]([F:19])([F:18])[F:17])[CH:6]=1, predict the reaction product. The product is: [CH3:1][C:2]1[N:3]=[CH:4][N:5]([C:7]2[CH:12]=[CH:11][C:10]([NH2:13])=[CH:9][C:8]=2[C:16]([F:19])([F:17])[F:18])[CH:6]=1. (2) Given the reactants [N+:1]([C:4]1[C:9]2[N:10]=[C:11]([C:13]3[CH:18]=[CH:17][CH:16]=[C:15]([O:19][C:20]([F:23])([F:22])[F:21])[CH:14]=3)[O:12][C:8]=2[CH:7]=[CH:6][CH:5]=1)([O-])=O.[H][H], predict the reaction product. The product is: [F:23][C:20]([F:21])([F:22])[O:19][C:15]1[CH:14]=[C:13]([C:11]2[O:12][C:8]3[C:9](=[C:4]([NH2:1])[CH:5]=[CH:6][CH:7]=3)[N:10]=2)[CH:18]=[CH:17][CH:16]=1. (3) Given the reactants CS(C)=O.C(Cl)(C(Cl)=O)=O.[C:11]([O:15][C:16]([N:18]1[CH2:23][CH2:22][N:21]([CH:24]([C:27]2[CH:32]=[CH:31][CH:30]=[CH:29][CH:28]=2)[CH2:25][OH:26])[CH2:20][CH2:19]1)=[O:17])([CH3:14])([CH3:13])[CH3:12], predict the reaction product. The product is: [C:11]([O:15][C:16]([N:18]1[CH2:19][CH2:20][N:21]([CH:24]([C:27]2[CH:28]=[CH:29][CH:30]=[CH:31][CH:32]=2)[CH:25]=[O:26])[CH2:22][CH2:23]1)=[O:17])([CH3:14])([CH3:12])[CH3:13]. (4) Given the reactants [Cl:1][C:2]1[CH:9]=[C:8](F)[CH:7]=[CH:6][C:3]=1[C:4]#[N:5].[NH2:11][C@H:12]([C:16]([OH:18])=[O:17])[CH:13]([CH3:15])[CH3:14].C(=O)([O-])[O-].[Cs+].[Cs+].C(OCC)(=O)C, predict the reaction product. The product is: [Cl:1][C:2]1[CH:9]=[C:8]([NH:11][C@H:12]([C:16]([OH:18])=[O:17])[CH:13]([CH3:15])[CH3:14])[CH:7]=[CH:6][C:3]=1[C:4]#[N:5]. (5) Given the reactants [CH3:1][C:2]1[CH:7]=[CH:6][C:5]([NH2:8])=[C:4]([N+:9]([O-:11])=[O:10])[CH:3]=1.[CH:12](=O)[C:13]1[CH:18]=[CH:17][CH:16]=[CH:15][CH:14]=1.C(O[BH-](OC(=O)C)OC(=O)C)(=O)C.[Na+].C(O)(=O)C, predict the reaction product. The product is: [CH2:12]([NH:8][C:5]1[CH:6]=[CH:7][C:2]([CH3:1])=[CH:3][C:4]=1[N+:9]([O-:11])=[O:10])[C:13]1[CH:18]=[CH:17][CH:16]=[CH:15][CH:14]=1. (6) Given the reactants [CH:1]1([C:4]([NH:6][C:7]2[S:8][C:9]3[C:14]([N:15]4[C:20](=[O:21])[CH:19]=[CH:18][C:17]([C:22](O)=[O:23])=[CH:16]4)=[N:13][NH:12][C:10]=3[N:11]=2)=[O:5])[CH2:3][CH2:2]1.CN(C(O[N:33]1N=N[C:35]2C=CC=N[C:34]1=2)=[N+](C)C)C.F[P-](F)(F)(F)(F)F.C(N(C(C)C)CC)(C)C.C(N)C, predict the reaction product. The product is: [CH2:34]([NH:33][C:22]([C:17]1[CH:18]=[CH:19][C:20](=[O:21])[N:15]([C:14]2[C:9]3[S:8][C:7]([NH:6][C:4]([CH:1]4[CH2:2][CH2:3]4)=[O:5])=[N:11][C:10]=3[NH:12][N:13]=2)[CH:16]=1)=[O:23])[CH3:35]. (7) Given the reactants Br[C:2]1[N:7]=[CH:6][C:5]([C:8]([N:10]2[CH2:15][CH2:14][N:13]([C:16]3[C:21]([CH3:22])=[CH:20][C:19]([CH2:23][CH3:24])=[CH:18][N:17]=3)[CH2:12][CH2:11]2)=[O:9])=[CH:4][CH:3]=1.[CH3:25][N:26]1[C:30](=[O:31])[CH2:29][NH:28][C:27]1=[O:32], predict the reaction product. The product is: [CH2:23]([C:19]1[CH:20]=[C:21]([CH3:22])[C:16]([N:13]2[CH2:14][CH2:15][N:10]([C:8]([C:5]3[CH:4]=[CH:3][C:2]([N:28]4[CH2:29][C:30](=[O:31])[N:26]([CH3:25])[C:27]4=[O:32])=[N:7][CH:6]=3)=[O:9])[CH2:11][CH2:12]2)=[N:17][CH:18]=1)[CH3:24].